The task is: Predict which catalyst facilitates the given reaction.. This data is from Catalyst prediction with 721,799 reactions and 888 catalyst types from USPTO. (1) Reactant: [Cl:1][C:2]1[CH:3]=[N:4][CH:5]=[C:6]([CH:10]=1)[C:7](Cl)=[O:8].Cl[C:12]1[CH:13]=[N:14][CH:15]=[C:16]([CH:20]=1)C(O)=O.C([N:23]([CH2:26]C)CC)C.C[N:29](C)C=O. Product: [N:14]1[CH:13]=[CH:12][CH:20]=[CH:16][C:15]=1[C:26]1[N:23]=[C:7]([C:6]2[CH:5]=[N:4][CH:3]=[C:2]([Cl:1])[CH:10]=2)[O:8][N:29]=1. The catalyst class is: 4. (2) Reactant: C(Cl)(=O)C(Cl)=O.CS(C)=O.[C:11]([O:15][C:16]([N:18]1[CH2:25][C@H:24]2[C@H:20]([CH2:21][CH2:22][CH2:23]2)[C@H:19]1[CH2:26][OH:27])=[O:17])([CH3:14])([CH3:13])[CH3:12].CCN(C(C)C)C(C)C. Product: [C:11]([O:15][C:16]([N:18]1[CH2:25][C@H:24]2[C@H:20]([CH2:21][CH2:22][CH2:23]2)[C@H:19]1[CH:26]=[O:27])=[O:17])([CH3:14])([CH3:13])[CH3:12]. The catalyst class is: 34. (3) Reactant: [CH3:1][C:2]1[CH:9]=[C:8]([N+:10]([O-:12])=[O:11])[C:7]([CH3:13])=[CH:6][C:3]=1[CH:4]=[O:5].C1(C)C(S([CH2:23][N+:24]#[C-:25])(=O)=O)=CC=CC=1.C[O-].[Na+]. Product: [CH3:1][C:2]1[CH:9]=[C:8]([N+:10]([O-:12])=[O:11])[C:7]([CH3:13])=[CH:6][C:3]=1[C:4]1[O:5][CH:25]=[N:24][CH:23]=1. The catalyst class is: 5. (4) Reactant: [Br:1][C:2]1[CH:3]=[C:4]([CH:6]=[CH:7][CH:8]=1)[NH2:5].Cl[C:10](Cl)(Cl)[CH:11]([OH:13])O.Cl.[NH2:17][OH:18].S([O-])([O-])(=O)=O.[Na+].[Na+].Cl. Product: [Br:1][C:2]1[CH:3]=[C:4]([NH:5][C:11](=[O:13])[CH:10]=[N:17][OH:18])[CH:6]=[CH:7][CH:8]=1. The catalyst class is: 6.